Predict the reactants needed to synthesize the given product. From a dataset of Full USPTO retrosynthesis dataset with 1.9M reactions from patents (1976-2016). (1) Given the product [F:23][C:20]1[CH:21]=[CH:22][C:17]([C:8]2[N:7]=[CH:6][N:5]([CH:3]3[CH2:2][N:1]([CH2:30][C:25]4[N:26]=[CH:27][CH:28]=[CH:29][N:24]=4)[CH2:4]3)[C:9]=2[C:10]2[CH:15]=[CH:14][N:13]=[C:12]([NH2:16])[N:11]=2)=[CH:18][CH:19]=1, predict the reactants needed to synthesize it. The reactants are: [NH:1]1[CH2:4][CH:3]([N:5]2[C:9]([C:10]3[CH:15]=[CH:14][N:13]=[C:12]([NH2:16])[N:11]=3)=[C:8]([C:17]3[CH:22]=[CH:21][C:20]([F:23])=[CH:19][CH:18]=3)[N:7]=[CH:6]2)[CH2:2]1.[N:24]1[CH:29]=[CH:28][CH:27]=[N:26][C:25]=1[CH:30]=O.C(N(CC)CC)C.C(O)(=O)C.C(O[BH-](OC(=O)C)OC(=O)C)(=O)C.[Na+]. (2) Given the product [CH:11]1(/[CH:9]=[CH:10]/[C:2]2[O:6][C:5]([CH:7]=[O:8])=[CH:4][CH:3]=2)[CH2:16][CH2:15][CH2:14][CH2:13][CH2:12]1, predict the reactants needed to synthesize it. The reactants are: Br[C:2]1[O:6][C:5]([CH:7]=[O:8])=[CH:4][CH:3]=1.[CH:9]([CH:11]1[CH2:16][CH2:15][CH2:14][CH2:13][CH2:12]1)=[CH2:10].CC1C=CC=CC=1P(C1C=CC=CC=1C)C1C=CC=CC=1C.CCN(CC)CC. (3) Given the product [CH3:1][O:2][C:3](=[O:12])[C:4]1[CH:9]=[CH:8][CH:7]=[C:6]([CH:10]=[N:16][OH:17])[CH:5]=1, predict the reactants needed to synthesize it. The reactants are: [CH3:1][O:2][C:3](=[O:12])[C:4]1[CH:9]=[CH:8][CH:7]=[C:6]([CH:10]=O)[CH:5]=1.CO.Cl.[NH2:16][OH:17].